Dataset: Reaction yield outcomes from USPTO patents with 853,638 reactions. Task: Predict the reaction yield, written as a fraction of the theoretical maximum amount of product (1.0 means a 100% yield; for example, 0.34 means a 34% yield). (1) The reactants are N1C=[CH:4][N:3]=[N:2]1.[CH2:6]([N:8](CC)CC)C.[CH3:13][N:14]([CH3:19])[S:15](Cl)(=[O:17])=[O:16]. The catalyst is C1(C)C=CC=CC=1. The product is [CH3:13][N:14]([CH3:19])[S:15]([N:3]1[CH:4]=[N:8][CH:6]=[N:2]1)(=[O:17])=[O:16]. The yield is 0.380. (2) The reactants are [CH3:1][C:2]1[C:7]([CH3:8])=[CH:6][CH:5]=[C:4]([N+:9]([O-])=O)[C:3]=1[C:12]1[C:17]([N+:18]([O-])=O)=[CH:16][CH:15]=[C:14]([CH3:21])[C:13]=1[CH3:22]. The catalyst is CO.[Pd]. The product is [CH3:8][C:7]1[C:2]([CH3:1])=[C:3]([C:12]2[C:17]([NH2:18])=[CH:16][CH:15]=[C:14]([CH3:21])[C:13]=2[CH3:22])[C:4]([NH2:9])=[CH:5][CH:6]=1. The yield is 1.00. (3) The product is [F:1][C:2]1[CH:3]=[C:4]([CH:7]=[C:8]([O:10][CH3:11])[CH:9]=1)[C:5]([OH:15])=[O:12]. The reactants are [F:1][C:2]1[CH:3]=[C:4]([CH:7]=[C:8]([O:10][CH3:11])[CH:9]=1)[C:5]#N.[OH-:12].[Na+].C[OH:15]. The yield is 0.910. No catalyst specified. (4) The reactants are [NH2:1][C:2]1[C:11]2[C:6](=[C:7](Br)[CH:8]=[CH:9][CH:10]=2)[N:5]=[N:4][C:3]=1[C:13]([NH:15][CH2:16][CH2:17][CH3:18])=[O:14].[CH3:19][O:20][C:21]1[CH:26]=[CH:25][C:24]([O:27][CH3:28])=[CH:23][C:22]=1B(O)O. The catalyst is [Pd](Cl)Cl.C1(P(C2C=CC=CC=2)C2C=CC=CC=2)C=CC=CC=1.C1(P(C2C=CC=CC=2)C2C=CC=CC=2)C=CC=CC=1. The product is [NH2:1][C:2]1[C:11]2[C:6](=[C:7]([C:25]3[CH:26]=[C:21]([O:20][CH3:19])[CH:22]=[CH:23][C:24]=3[O:27][CH3:28])[CH:8]=[CH:9][CH:10]=2)[N:5]=[N:4][C:3]=1[C:13]([NH:15][CH2:16][CH2:17][CH3:18])=[O:14]. The yield is 0.877. (5) The reactants are [OH:1][C:2]1[C:10]2[O:9][CH2:8][CH:7]([C:11]3[CH:16]=[CH:15][C:14]([CH:17]([CH3:19])[CH3:18])=[CH:13][CH:12]=3)[C:6]=2[C:5]([CH3:20])=[C:4]([NH:21][C:22](=[O:28])[CH2:23][C:24]([CH3:27])([CH3:26])[CH3:25])[C:3]=1[CH3:29].C(=O)([O-])[O-].[K+].[K+].S(OCC)(O[CH2:40][CH3:41])(=O)=O.O. The catalyst is CC(C)=O. The product is [CH2:40]([O:1][C:2]1[C:10]2[O:9][CH2:8][CH:7]([C:11]3[CH:12]=[CH:13][C:14]([CH:17]([CH3:18])[CH3:19])=[CH:15][CH:16]=3)[C:6]=2[C:5]([CH3:20])=[C:4]([NH:21][C:22](=[O:28])[CH2:23][C:24]([CH3:27])([CH3:26])[CH3:25])[C:3]=1[CH3:29])[CH3:41]. The yield is 0.780. (6) The reactants are Br[C:2]1[CH:7]=[CH:6][C:5]([CH:8]([C:20]2[CH:25]=[CH:24][CH:23]=[CH:22][CH:21]=2)[C:9]([CH3:19])([CH3:18])[C:10]([NH:12][C:13]2[S:14][CH:15]=[CH:16][N:17]=2)=[O:11])=[CH:4][CH:3]=1.[CH3:26][O:27][C:28]1[CH:33]=[CH:32][C:31](B(O)O)=[CH:30][CH:29]=1.C([O-])([O-])=O.[K+].[K+]. The catalyst is C1C=CC([P]([Pd]([P](C2C=CC=CC=2)(C2C=CC=CC=2)C2C=CC=CC=2)([P](C2C=CC=CC=2)(C2C=CC=CC=2)C2C=CC=CC=2)[P](C2C=CC=CC=2)(C2C=CC=CC=2)C2C=CC=CC=2)(C2C=CC=CC=2)C2C=CC=CC=2)=CC=1.CN(C=O)C. The product is [CH3:18][C:9]([CH3:19])([CH:8]([C:5]1[CH:6]=[CH:7][C:2]([C:31]2[CH:32]=[CH:33][C:28]([O:27][CH3:26])=[CH:29][CH:30]=2)=[CH:3][CH:4]=1)[C:20]1[CH:25]=[CH:24][CH:23]=[CH:22][CH:21]=1)[C:10]([NH:12][C:13]1[S:14][CH:15]=[CH:16][N:17]=1)=[O:11]. The yield is 0.400.